From a dataset of Reaction yield outcomes from USPTO patents with 853,638 reactions. Predict the reaction yield, written as a fraction of the theoretical maximum amount of product (1.0 means a 100% yield; for example, 0.34 means a 34% yield). (1) The yield is 0.810. The reactants are C(=O)([O-])[O-].[K+].[K+].[N:7]1([CH:13]2[CH2:18][CH2:17][NH:16][CH2:15][CH2:14]2)[CH2:12][CH2:11][CH2:10][CH2:9][CH2:8]1.F[C:20]1[CH:27]=[CH:26][C:23]([C:24]#[N:25])=[CH:22][CH:21]=1. The catalyst is CS(C)=O. The product is [N:7]1([CH:13]2[CH2:18][CH2:17][N:16]([C:20]3[CH:27]=[CH:26][C:23]([C:24]#[N:25])=[CH:22][CH:21]=3)[CH2:15][CH2:14]2)[CH2:12][CH2:11][CH2:10][CH2:9][CH2:8]1. (2) The reactants are [C:1]([C:3]1[C:8]([CH3:9])=[CH:7][CH:6]=[CH:5][C:4]=1[S:10]([NH2:13])(=[O:12])=[O:11])#[N:2].CO[CH:16]1[CH2:20][CH2:19][CH:18](OC)O1.O. The catalyst is C(O)(=O)C. The product is [CH3:9][C:8]1[CH:7]=[CH:6][CH:5]=[C:4]([S:10]([N:13]2[CH:16]=[CH:20][CH:19]=[CH:18]2)(=[O:12])=[O:11])[C:3]=1[C:1]#[N:2]. The yield is 0.510.